The task is: Predict the reactants needed to synthesize the given product.. This data is from Full USPTO retrosynthesis dataset with 1.9M reactions from patents (1976-2016). Given the product [C:27]([O:31][C:32](=[O:45])[NH:33][CH2:34][CH2:35][CH:36]([C:37]1[CH:42]=[CH:41][CH:40]=[C:39]([Cl:43])[CH:38]=1)[NH:44][C:5]1[N:10]=[C:9]([C:11]2[N:15]3[CH:16]=[CH:17][N:18]=[C:19]([N:20]4[CH2:25][CH2:24][N:23]([CH3:26])[CH2:22][CH2:21]4)[C:14]3=[N:13][CH:12]=2)[CH:8]=[CH:7][N:6]=1)([CH3:30])([CH3:28])[CH3:29], predict the reactants needed to synthesize it. The reactants are: CS([C:5]1[N:10]=[C:9]([C:11]2[N:15]3[CH:16]=[CH:17][N:18]=[C:19]([N:20]4[CH2:25][CH2:24][N:23]([CH3:26])[CH2:22][CH2:21]4)[C:14]3=[N:13][CH:12]=2)[CH:8]=[CH:7][N:6]=1)(=O)=O.[C:27]([O:31][C:32](=[O:45])[NH:33][CH2:34][CH2:35][CH:36]([NH2:44])[C:37]1[CH:42]=[CH:41][CH:40]=[C:39]([Cl:43])[CH:38]=1)([CH3:30])([CH3:29])[CH3:28].